This data is from Reaction yield outcomes from USPTO patents with 853,638 reactions. The task is: Predict the reaction yield, written as a fraction of the theoretical maximum amount of product (1.0 means a 100% yield; for example, 0.34 means a 34% yield). (1) The reactants are Cl[C:2]1[N:3]=[C:4]([NH:17][CH2:18][CH2:19][CH3:20])[C:5]2[N:11]=[C:10](Cl)[N:9]=[C:8]([NH:13][CH2:14][CH2:15][CH3:16])[C:6]=2[N:7]=1.[CH:21]1([NH2:24])[CH2:23][CH2:22]1. The catalyst is C(O)CCC. The product is [CH:21]1([NH:24][C:2]2[N:3]=[C:4]([NH:17][CH2:18][CH2:19][CH3:20])[C:5]3[N:11]=[C:10]([NH:24][CH:21]4[CH2:23][CH2:22]4)[N:9]=[C:8]([NH:13][CH2:14][CH2:15][CH3:16])[C:6]=3[N:7]=2)[CH2:23][CH2:22]1. The yield is 0.190. (2) The product is [C:10]([NH:14][C:15](=[O:23])[C:16]1[C:21]([C:2]2[CH:3]=[CH:4][CH:5]=[CH:6][C:1]=2[CH3:9])=[CH:20][C:19]([CH3:22])=[N:18][CH:17]=1)([CH3:13])([CH3:12])[CH3:11]. The catalyst is C1COCC1. The yield is 0.845. The reactants are [C:1]1([CH3:9])[CH:6]=[CH:5][CH:4]=[CH:3][C:2]=1[Mg]Cl.[C:10]([NH:14][C:15](=[O:23])[C:16]1[CH:21]=[CH:20][C:19]([CH3:22])=[N:18][CH:17]=1)([CH3:13])([CH3:12])[CH3:11].CO.ClC1C(=O)C(C#N)=C(C#N)C(=O)C=1Cl. (3) The reactants are [CH2:1]1[S:3][CH:2]1[CH2:4]Cl.[C:6]([O:10][C:11](=[O:19])[NH:12][CH:13]1[CH2:18][CH2:17][NH:16][CH2:15][CH2:14]1)([CH3:9])([CH3:8])[CH3:7].C(=O)([O-])[O-].[K+].[K+]. The catalyst is CN(C)C=O. The product is [C:6]([O:10][C:11](=[O:19])[NH:12][CH:13]1[CH2:18][CH2:17][N:16]([CH2:4][CH:2]2[CH2:1][S:3]2)[CH2:15][CH2:14]1)([CH3:9])([CH3:7])[CH3:8]. The yield is 0.570. (4) The reactants are Br[C:2]1[CH:7]=[C:6]([CH2:8][O:9][Si:10]([C:23]([CH3:26])([CH3:25])[CH3:24])([C:17]2[CH:22]=[CH:21][CH:20]=[CH:19][CH:18]=2)[C:11]2[CH:16]=[CH:15][CH:14]=[CH:13][CH:12]=2)[CH:5]=[CH:4][N:3]=1.CCCCCC.C([Li])CCC.CN(C)[CH:40]=[O:41].O. The catalyst is C(OCC)C.O1CCCC1. The product is [Si:10]([O:9][CH2:8][C:6]1[CH:5]=[CH:4][N:3]=[C:2]([CH:40]=[O:41])[CH:7]=1)([C:23]([CH3:26])([CH3:25])[CH3:24])([C:17]1[CH:22]=[CH:21][CH:20]=[CH:19][CH:18]=1)[C:11]1[CH:16]=[CH:15][CH:14]=[CH:13][CH:12]=1. The yield is 0.290. (5) The reactants are Cl[CH2:2][C:3]1[C:4]([CH3:9])=[N:5][CH:6]=[CH:7][CH:8]=1.[OH:10][C:11]1[CH:16]=[CH:15][C:14]([CH2:17][C:18]([O:20][CH2:21][CH3:22])=[O:19])=[CH:13][CH:12]=1.C([O-])([O-])=O.[K+].[K+]. The catalyst is CC#N. The product is [CH3:9][C:4]1[C:3]([CH2:2][O:10][C:11]2[CH:12]=[CH:13][C:14]([CH2:17][C:18]([O:20][CH2:21][CH3:22])=[O:19])=[CH:15][CH:16]=2)=[CH:8][CH:7]=[CH:6][N:5]=1. The yield is 0.490. (6) The reactants are [CH3:1][CH:2]([CH3:22])[CH2:3][C@@H:4]([C:6]1[CH:11]=[CH:10][C:9]([C:12]2[CH:17]=[CH:16][C:15]([C:18]([F:21])([F:20])[F:19])=[CH:14][N:13]=2)=[CH:8][CH:7]=1)[NH2:5].F[C:24]1[CH:33]=[CH:32][C:27]([C:28]([O:30][CH3:31])=[O:29])=[CH:26][N:25]=1.P([O-])([O-])([O-])=O.[K+].[K+].[K+]. No catalyst specified. The product is [CH3:1][CH:2]([CH3:22])[CH2:3][C@H:4]([NH:5][C:24]1[CH:33]=[CH:32][C:27]([C:28]([O:30][CH3:31])=[O:29])=[CH:26][N:25]=1)[C:6]1[CH:7]=[CH:8][C:9]([C:12]2[CH:17]=[CH:16][C:15]([C:18]([F:21])([F:19])[F:20])=[CH:14][N:13]=2)=[CH:10][CH:11]=1. The yield is 0.620. (7) The reactants are [NH2:1][C:2]1[CH:7]=[CH:6][CH:5]=[CH:4][CH:3]=1.N1C=CC=CC=1.[CH3:14][O:15][C:16](=[O:29])[CH:17]=[CH:18][C:19]1[CH:24]=[CH:23][CH:22]=[CH:21][C:20]=1[S:25](Cl)(=[O:27])=[O:26]. The catalyst is ClCCl. The product is [CH3:14][O:15][C:16](=[O:29])[CH:17]=[CH:18][C:19]1[CH:24]=[CH:23][CH:22]=[CH:21][C:20]=1[S:25](=[O:26])(=[O:27])[NH:1][C:2]1[CH:7]=[CH:6][CH:5]=[CH:4][CH:3]=1. The yield is 0.600. (8) The reactants are [OH:1][CH2:2][C:3]1[N:4]=[C:5]([OH:16])[C:6]2[C:11]3[CH2:12][CH2:13][CH2:14][CH2:15][C:10]=3[S:9][C:7]=2[N:8]=1.C(N([CH2:22][CH3:23])CC)C.[OH2:24]. The catalyst is C(OC(=O)C)(=O)C. The product is [OH:16][C:5]1[C:6]2[C:11]3[CH2:12][CH2:13][CH2:14][CH2:15][C:10]=3[S:9][C:7]=2[N:8]=[C:3]([CH2:2][O:1][C:22](=[O:24])[CH3:23])[N:4]=1. The yield is 0.750.